This data is from hERG Central: cardiac toxicity at 1µM, 10µM, and general inhibition. The task is: Predict hERG channel inhibition at various concentrations. (1) The compound is CCCCNC(=O)c1nn2cc(Br)cnc2c1Br. Results: hERG_inhib (hERG inhibition (general)): blocker. (2) The drug is Cc1cc(C(=O)C(C)OC(=O)C2=NNC(=O)CC2)c(C)n1-c1ccc(OC(F)F)cc1. Results: hERG_inhib (hERG inhibition (general)): blocker. (3) The compound is CCOC(=O)c1c(-c2ccccc2)c2cc(OC)ccc2n1CCCN(C)C.Cl. Results: hERG_inhib (hERG inhibition (general)): blocker. (4) Results: hERG_inhib (hERG inhibition (general)): blocker. The molecule is COc1ccc([C@H]2CC(=O)C=C(c3cccc(CO)c3)C2)cc1. (5) The drug is Cc1cc(N/N=C/c2ccc(O)cc2)c2cccc(C)c2n1. Results: hERG_inhib (hERG inhibition (general)): blocker. (6) The molecule is CCOc1ccc(Cl)cc1CNCCCSc1nc(C)cc(C)n1.Cl. Results: hERG_inhib (hERG inhibition (general)): blocker. (7) The molecule is COC(=O)c1ccc(CSc2ccc3nnc(-c4ccccc4)n3n2)o1. Results: hERG_inhib (hERG inhibition (general)): blocker.